The task is: Predict which catalyst facilitates the given reaction.. This data is from Catalyst prediction with 721,799 reactions and 888 catalyst types from USPTO. Reactant: [NH2:1][C:2]1[CH:3]=[N:4][CH:5]=[C:6]([Br:8])[CH:7]=1.CCN(C(C)C)C(C)C.[C:18](Cl)(=[O:25])[C:19]1[CH:24]=[CH:23][CH:22]=[CH:21][CH:20]=1. Product: [Br:8][C:6]1[CH:7]=[C:2]([NH:1][C:18](=[O:25])[C:19]2[CH:24]=[CH:23][CH:22]=[CH:21][CH:20]=2)[CH:3]=[N:4][CH:5]=1. The catalyst class is: 2.